From a dataset of Forward reaction prediction with 1.9M reactions from USPTO patents (1976-2016). Predict the product of the given reaction. (1) Given the reactants [F:1][C:2]1[CH:3]=[N:4][C:5]2[CH:6]=[CH:7][C:8](=[O:17])[N:9]3[C@@H:14]([CH2:15][OH:16])[CH2:13][O:12][C:11]=1[C:10]=23.[S:18]([O-])(=[O:21])(=[O:20])[CH3:19], predict the reaction product. The product is: [CH3:19][S:18]([O:16][CH2:15][C@@H:14]1[N:9]2[C:10]3[C:11](=[C:2]([F:1])[CH:3]=[N:4][C:5]=3[CH:6]=[CH:7][C:8]2=[O:17])[O:12][CH2:13]1)(=[O:21])=[O:20]. (2) Given the reactants CO[C:3]([C:5]1[N:6]=[C:7]([C:23]#[N:24])[C:8]2[C:13]([C:14]=1[OH:15])=[CH:12][CH:11]=[C:10]([O:16][C:17]1[CH:22]=[CH:21][CH:20]=[CH:19][CH:18]=1)[CH:9]=2)=[O:4].[NH2:25][CH2:26][CH:27]([CH2:32][CH:33]([CH3:35])[CH3:34])[CH2:28][C:29]([OH:31])=[O:30], predict the reaction product. The product is: [C:23]([C:7]1[C:8]2[C:13](=[CH:12][CH:11]=[C:10]([O:16][C:17]3[CH:18]=[CH:19][CH:20]=[CH:21][CH:22]=3)[CH:9]=2)[C:14]([OH:15])=[C:5]([C:3]([NH:25][CH2:26][CH:27]([CH2:32][CH:33]([CH3:35])[CH3:34])[CH2:28][C:29]([OH:31])=[O:30])=[O:4])[N:6]=1)#[N:24]. (3) The product is: [OH:8][N:9]1[C:14]2[N:15]=[CH:16][N:17]=[C:18]([CH3:19])[C:13]=2[C:12]([NH:20][CH2:21][C:22]2[CH:23]=[C:24]3[C:28](=[CH:29][CH:30]=2)[NH:27][CH:26]=[CH:25]3)=[CH:11][C:10]1=[O:31]. Given the reactants C([O:8][N:9]1[C:14]2[N:15]=[CH:16][N:17]=[C:18]([CH3:19])[C:13]=2[C:12]([NH:20][CH2:21][C:22]2[CH:23]=[C:24]3[C:28](=[CH:29][CH:30]=2)[NH:27][CH:26]=[CH:25]3)=[CH:11][C:10]1=[O:31])C1C=CC=CC=1.CO.[H][H], predict the reaction product. (4) Given the reactants [NH2:1][C:2]1[N:7]=[CH:6][C:5]([C:8]2[CH:16]=[CH:15][C:11]([C:12]([OH:14])=O)=[CH:10][CH:9]=2)=[CH:4][C:3]=1[C:17](=[O:25])[NH:18][C:19]1[CH:24]=[CH:23][N:22]=[CH:21][CH:20]=1.[CH2:26]([NH:28][CH2:29][CH3:30])[CH3:27], predict the reaction product. The product is: [NH2:1][C:2]1[N:7]=[CH:6][C:5]([C:8]2[CH:16]=[CH:15][C:11]([C:12](=[O:14])[N:28]([CH2:29][CH3:30])[CH2:26][CH3:27])=[CH:10][CH:9]=2)=[CH:4][C:3]=1[C:17]([NH:18][C:19]1[CH:24]=[CH:23][N:22]=[CH:21][CH:20]=1)=[O:25]. (5) Given the reactants [N:1]1O[C:3]([O-])=[C:4]2[N+:9]=1[CH2:8][CH2:7][O:6][CH2:5]2.[C:11]([O:15][CH2:16][CH3:17])(=[O:14])[C:12]#C, predict the reaction product. The product is: [N:1]1[N:9]2[C:4]([CH2:5][O:6][CH2:7][CH2:8]2)=[CH:3][C:12]=1[C:11]([O:15][CH2:16][CH3:17])=[O:14]. (6) Given the reactants [CH2:1]([NH2:4])[CH2:2][NH2:3].C([Li])CCC.[Cl:10][C:11]1[CH:17]=[C:16]([Cl:18])[CH:15]=[C:14]([C:19](F)(F)F)[C:12]=1[NH2:13].O, predict the reaction product. The product is: [Cl:10][C:11]1[CH:17]=[C:16]([Cl:18])[CH:15]=[C:14]([C:19]2[NH:3][CH2:2][CH2:1][N:4]=2)[C:12]=1[NH2:13]. (7) Given the reactants C[O:2][CH:3](OC)[CH2:4][CH2:5][CH2:6][CH2:7][CH2:8][CH2:9][CH2:10][CH2:11][N:12]1[CH2:17][CH2:16][CH:15]([O:18][C:19](=[O:33])[NH:20][C:21]2[CH:26]=[CH:25][CH:24]=[CH:23][C:22]=2[C:27]2[CH:32]=[CH:31][CH:30]=[CH:29][CH:28]=2)[CH2:14][CH2:13]1.C(#N)C.Cl, predict the reaction product. The product is: [O:2]=[CH:3][CH2:4][CH2:5][CH2:6][CH2:7][CH2:8][CH2:9][CH2:10][CH2:11][N:12]1[CH2:17][CH2:16][CH:15]([O:18][C:19](=[O:33])[NH:20][C:21]2[CH:26]=[CH:25][CH:24]=[CH:23][C:22]=2[C:27]2[CH:32]=[CH:31][CH:30]=[CH:29][CH:28]=2)[CH2:14][CH2:13]1. (8) Given the reactants [CH2:1]([O:8][C:9]1[C:10]([C:26]([N:28]([CH2:32][CH2:33][O:34][Si](C(C)(C)C)(C)C)[CH:29]([CH3:31])[CH3:30])=[O:27])=[N:11][C:12]([CH2:16][C:17]([CH3:25])([C:19]2[CH:24]=[CH:23][CH:22]=[CH:21][CH:20]=2)[CH3:18])=[N:13][C:14]=1[OH:15])[C:2]1[CH:7]=[CH:6][CH:5]=[CH:4][CH:3]=1.Cl.[OH-].[Na+], predict the reaction product. The product is: [CH2:1]([O:8][C:9]1[C:10]([C:26]([N:28]([CH2:32][CH2:33][OH:34])[CH:29]([CH3:31])[CH3:30])=[O:27])=[N:11][C:12]([CH2:16][C:17]([CH3:18])([C:19]2[CH:20]=[CH:21][CH:22]=[CH:23][CH:24]=2)[CH3:25])=[N:13][C:14]=1[OH:15])[C:2]1[CH:7]=[CH:6][CH:5]=[CH:4][CH:3]=1.